From a dataset of Catalyst prediction with 721,799 reactions and 888 catalyst types from USPTO. Predict which catalyst facilitates the given reaction. (1) Reactant: [C:1](#[N:3])[CH3:2].[Li]CCCC.[Cl:9][C:10]1[CH:15]=[CH:14][C:13]([C:16]([N:23]2[C:31]3[C:26](=[C:27]([NH:32][S:33]([CH3:36])(=[O:35])=[O:34])[CH:28]=[CH:29][CH:30]=3)[CH:25]=[CH:24]2)([CH2:21][CH3:22])[C:17](OC)=[O:18])=[CH:12][CH:11]=1. Product: [Cl:9][C:10]1[CH:15]=[CH:14][C:13]([C:16]([N:23]2[C:31]3[C:26](=[C:27]([NH:32][S:33]([CH3:36])(=[O:34])=[O:35])[CH:28]=[CH:29][CH:30]=3)[CH:25]=[CH:24]2)([CH2:21][CH3:22])[C:17](=[O:18])[CH2:2][C:1]#[N:3])=[CH:12][CH:11]=1. The catalyst class is: 7. (2) Reactant: [Na+].[Cl-].CC(C)=CC[C:7]1[C:12]([OH:13])=[CH:11][C:10]([OH:14])=[CH:9][C:8]=1[C:15]1[O:23][C:22]2[CH:21]=[C:20]([OH:24])[CH:19]=[CH:18][C:17]=2[CH:16]=1. Product: [CH3:9][C:8]([CH3:15])=[CH:7][CH2:12][C:19]1[CH:18]=[C:17]2[C:22](=[CH:21][C:20]=1[OH:24])[O:23][C:15]([C:8]1[CH:9]=[C:10]([OH:14])[CH:11]=[C:12]([OH:13])[CH:7]=1)=[CH:16]2. The catalyst class is: 5. (3) Reactant: [N+:1]([CH2:4][CH3:5])([O-:3])=[O:2].[F:6][C:7]([F:17])([F:16])[C:8]1[CH:15]=[CH:14][C:11]([CH:12]=O)=[CH:10][CH:9]=1.C([O-])(=O)C.[NH4+].C(OC(=O)C)C. Product: [N+:1]([C:4]([CH3:5])=[CH:12][C:11]1[CH:14]=[CH:15][C:8]([C:7]([F:17])([F:16])[F:6])=[CH:9][CH:10]=1)([O-:3])=[O:2]. The catalyst class is: 81. (4) Reactant: [NH2:1][C@@H:2]([CH2:18][C:19]1[CH:24]=[C:23]([F:25])[CH:22]=[C:21]([F:26])[CH:20]=1)[C@H:3]([OH:17])[CH2:4][NH:5][C@@H:6]1[C:15]2[C:10](=[CH:11][CH:12]=[C:13]([I:16])[CH:14]=2)[O:9][CH2:8][CH2:7]1.[CH3:27][S:28](Cl)(=[O:30])=[O:29]. Product: [F:25][C:23]1[CH:24]=[C:19]([CH:20]=[C:21]([F:26])[CH:22]=1)[CH2:18][C@H:2]([NH:1][S:28]([CH3:27])(=[O:30])=[O:29])[C@H:3]([OH:17])[CH2:4][NH:5][C@@H:6]1[C:15]2[C:10](=[CH:11][CH:12]=[C:13]([I:16])[CH:14]=2)[O:9][CH2:8][CH2:7]1. The catalyst class is: 2. (5) Reactant: [C:1]([CH:5]1[N:14]2[C:9](=[CH:10][C:11](=[O:20])[C:12]([C:15]([O:17]CC)=[O:16])=[CH:13]2)[C:8]2[CH:21]=[C:22]([O:35][CH3:36])[C:23]([O:25][CH2:26][CH2:27][CH2:28][N:29]3[CH2:34][CH2:33][O:32][CH2:31][CH2:30]3)=[CH:24][C:7]=2[CH2:6]1)([CH3:4])([CH3:3])[CH3:2].CO.O[Li].O.[ClH:42]. Product: [ClH:42].[C:1]([CH:5]1[N:14]2[C:9](=[CH:10][C:11](=[O:20])[C:12]([C:15]([OH:17])=[O:16])=[CH:13]2)[C:8]2[CH:21]=[C:22]([O:35][CH3:36])[C:23]([O:25][CH2:26][CH2:27][CH2:28][N:29]3[CH2:30][CH2:31][O:32][CH2:33][CH2:34]3)=[CH:24][C:7]=2[CH2:6]1)([CH3:4])([CH3:2])[CH3:3]. The catalyst class is: 6. (6) Reactant: [Cl:1][CH2:2][C:3](Cl)=[O:4].[C:6]([CH:8]1[CH2:13][CH2:12][NH:11][CH2:10][CH2:9]1)#[N:7].C([O-])([O-])=O.[Na+].[Na+].O. Product: [Cl:1][CH2:2][C:3]([N:11]1[CH2:12][CH2:13][CH:8]([C:6]#[N:7])[CH2:9][CH2:10]1)=[O:4]. The catalyst class is: 2. (7) Reactant: [CH3:1][C:2]([O:5][C:6]([N:8]1[CH2:13][CH2:12][CH2:11][CH2:10][C@H:9]1[C:14]([OH:16])=O)=[O:7])([CH3:4])[CH3:3].CN(C(ON1N=NC2C=CC=NC1=2)=[N+](C)C)C.F[P-](F)(F)(F)(F)F.CCN(C(C)C)C(C)C.FC(F)(F)C(O)=O.[NH2:57][C@@H:58]([CH2:65][CH3:66])/[CH:59]=[CH:60]/[C:61]([O:63][CH3:64])=[O:62]. Product: [CH2:65]([C@H:58]([NH:57][C:14]([C@@H:9]1[CH2:10][CH2:11][CH2:12][CH2:13][N:8]1[C:6]([O:5][C:2]([CH3:1])([CH3:3])[CH3:4])=[O:7])=[O:16])/[CH:59]=[CH:60]/[C:61]([O:63][CH3:64])=[O:62])[CH3:66]. The catalyst class is: 59. (8) Reactant: [Br:1][C:2]1[CH:3]=[C:4]([NH2:9])[C:5]([NH2:8])=[N:6][CH:7]=1.[O:10]=[CH:11][C:12](O)=O. Product: [Br:1][C:2]1[CH:7]=[N:6][C:5]2[NH:8][C:11](=[O:10])[CH:12]=[N:9][C:4]=2[CH:3]=1. The catalyst class is: 5. (9) Reactant: [C:1]([C:5]1[CH:10]=[CH:9][C:8]([S:11]([NH:14][C:15]2[CH:20]=[CH:19][C:18]([Cl:21])=[CH:17][C:16]=2[N:22]2[C:30]3[CH:29]=[CH:28][N:27]=[C:26](Cl)[C:25]=3[N:24]=[N:23]2)(=[O:13])=[O:12])=[CH:7][CH:6]=1)([CH3:4])([CH3:3])[CH3:2].[NH3:32]. Product: [NH2:32][C:26]1[C:25]2[N:24]=[N:23][N:22]([C:16]3[CH:17]=[C:18]([Cl:21])[CH:19]=[CH:20][C:15]=3[NH:14][S:11]([C:8]3[CH:9]=[CH:10][C:5]([C:1]([CH3:4])([CH3:2])[CH3:3])=[CH:6][CH:7]=3)(=[O:12])=[O:13])[C:30]=2[CH:29]=[CH:28][N:27]=1. The catalyst class is: 14.